From a dataset of Full USPTO retrosynthesis dataset with 1.9M reactions from patents (1976-2016). Predict the reactants needed to synthesize the given product. (1) Given the product [Cl:1][C:2]1[N:7]=[C:6]2[NH:8][N:9]=[C:10]([I:15])[C:5]2=[C:4]([C:11]([F:13])([F:14])[F:12])[CH:3]=1, predict the reactants needed to synthesize it. The reactants are: [Cl:1][C:2]1[N:7]=[C:6]2[NH:8][N:9]=[CH:10][C:5]2=[C:4]([C:11]([F:14])([F:13])[F:12])[CH:3]=1.[I:15]N1C(=O)CCC1=O.C(=O)([O-])O.[Na+].ClCCl. (2) Given the product [CH:1]1([CH2:4][O:5][C:6]2[N:11]=[CH:10][C:9]([NH:12][S:13]([CH2:16][CH3:17])(=[O:14])=[O:15])=[CH:8][C:7]=2[C:28]2[C:29]3[CH:38]=[CH:37][O:36][C:30]=3[C:31](=[O:35])[N:32]([CH3:34])[CH:33]=2)[CH2:2][CH2:3]1, predict the reactants needed to synthesize it. The reactants are: [CH:1]1([CH2:4][O:5][C:6]2[N:11]=[CH:10][C:9]([NH:12][S:13]([CH2:16][CH3:17])(=[O:15])=[O:14])=[CH:8][C:7]=2B2OC(C)(C)C(C)(C)O2)[CH2:3][CH2:2]1.Br[C:28]1[C:29]2[CH:38]=[CH:37][O:36][C:30]=2[C:31](=[O:35])[N:32]([CH3:34])[CH:33]=1.[O-]P([O-])([O-])=O.[K+].[K+].[K+]. (3) Given the product [C:4]([C@@H:5]([O:17][CH3:18])[CH2:6][C:7]1[CH:8]=[CH:9][C:10]([O:13][CH2:14][CH2:15][O:29][C:24]2[CH:25]=[CH:26][CH:27]=[CH:28][C:23]=2[C:22]([OH:30])=[O:21])=[CH:11][CH:12]=1)([OH:3])=[O:19], predict the reactants needed to synthesize it. The reactants are: C([O:3][C:4](=[O:19])[C@@H:5]([O:17][CH3:18])[CH2:6][C:7]1[CH:12]=[CH:11][C:10]([O:13][CH2:14][CH2:15]Br)=[CH:9][CH:8]=1)C.C[O:21][C:22](=[O:30])[C:23]1[CH:28]=[CH:27][CH:26]=[CH:25][C:24]=1[OH:29].CO[C@@H](CC1C=CC(OCCCOC2C=CC=CC=2)=CC=1)C(O)=O. (4) Given the product [Cl:10][C:11]1[C:12]([F:20])=[CH:13][C:14]([F:19])=[C:15]([CH:18]=1)[CH2:16][NH:17][C:4](=[O:5])[CH:3]([O:8][CH3:9])[O:2][CH3:1], predict the reactants needed to synthesize it. The reactants are: [CH3:1][O:2][CH:3]([O:8][CH3:9])[C:4](OC)=[O:5].[Cl:10][C:11]1[C:12]([F:20])=[CH:13][C:14]([F:19])=[C:15]([CH:18]=1)[CH2:16][NH2:17]. (5) Given the product [C:1]([NH:4][C:5]1[S:6][C:7]([S:21][C:15]2[CH:20]=[CH:19][CH:18]=[CH:17][CH:16]=2)=[C:8]([CH3:13])[C:9]=1[C:10]([NH2:12])=[O:11])(=[O:3])[CH3:2], predict the reactants needed to synthesize it. The reactants are: [C:1]([NH:4][C:5]1[S:6][C:7](Cl)=[C:8]([CH3:13])[C:9]=1[C:10]([NH2:12])=[O:11])(=[O:3])[CH3:2].[C:15]1([SH:21])[CH:20]=[CH:19][CH:18]=[CH:17][CH:16]=1.C([O-])([O-])=O.[Cs+].[Cs+]. (6) Given the product [ClH:35].[ClH:43].[Cl:35][C:32]1[CH:33]=[CH:34][C:29]([C:27]2[S:26][C:23]3[C:24](=[O:25])[N:19]([CH2:18][CH2:17][C:14]4[CH:13]=[CH:12][C:11]([CH2:10][N:8]([CH3:9])[CH2:7][C:6]([OH:36])=[O:5])=[CH:16][CH:15]=4)[CH:20]=[N:21][C:22]=3[CH:28]=2)=[CH:30][CH:31]=1, predict the reactants needed to synthesize it. The reactants are: C([O:5][C:6](=[O:36])[CH2:7][N:8]([CH2:10][C:11]1[CH:16]=[CH:15][C:14]([CH2:17][CH2:18][N:19]2[C:24](=[O:25])[C:23]3[S:26][C:27]([C:29]4[CH:34]=[CH:33][C:32]([Cl:35])=[CH:31][CH:30]=4)=[CH:28][C:22]=3[N:21]=[CH:20]2)=[CH:13][CH:12]=1)[CH3:9])(C)(C)C.C(OCC)(=O)C.[ClH:43]. (7) Given the product [C:11]([O:15][C:16]([NH:1][C:2]([CH3:8])([CH3:7])[CH2:3][C:4]([OH:6])=[O:5])=[O:17])([CH3:14])([CH3:13])[CH3:12], predict the reactants needed to synthesize it. The reactants are: [NH2:1][C:2]([CH3:8])([CH3:7])[CH2:3][C:4]([OH:6])=[O:5].[OH-].[Na+].[C:11]([O:15][C:16](O[C:16]([O:15][C:11]([CH3:14])([CH3:13])[CH3:12])=[O:17])=[O:17])([CH3:14])([CH3:13])[CH3:12]. (8) Given the product [C:19]1(=[O:28])[N:18]([CH2:17][CH2:16][CH2:15][N:2]2[CH2:3][C@H:4]3[C@H:9]([CH2:8][C:7]4[CH:10]=[CH:11][CH:12]=[CH:13][C:6]=4[CH2:5]3)[CH2:1]2)[C:22](=[O:23])[C:21]2=[CH:24][CH:25]=[CH:26][CH:27]=[C:20]12, predict the reactants needed to synthesize it. The reactants are: [CH2:1]1[C@H:9]2[C@H:4]([CH2:5][C:6]3[CH:13]=[CH:12][CH:11]=[CH:10][C:7]=3[CH2:8]2)[CH2:3][NH:2]1.Br[CH2:15][CH2:16][CH2:17][N:18]1[C:22](=[O:23])[C:21]2=[CH:24][CH:25]=[CH:26][CH:27]=[C:20]2[C:19]1=[O:28].[I-].[K+].C(=O)([O-])[O-].[K+].[K+]. (9) The reactants are: [OH:1][C:2]1[CH:7]=[CH:6][C:5]([CH:8]([CH3:12])[C:9]([OH:11])=O)=[CH:4][CH:3]=1.[CH2:13]([NH2:16])[CH:14]=[CH2:15].CCN(CC)CC. Given the product [CH2:13]([NH:16][C:9](=[O:11])[CH:8]([C:5]1[CH:4]=[CH:3][C:2]([OH:1])=[CH:7][CH:6]=1)[CH3:12])[CH:14]=[CH2:15], predict the reactants needed to synthesize it. (10) Given the product [C:34]([NH:38][C:39]([NH:13][CH2:14][C:15]1[CH:23]=[CH:22][CH:21]=[C:20]2[C:16]=1[C:17](=[O:33])[N:18]([CH:25]1[CH2:30][CH2:29][C:28](=[O:31])[NH:27][C:26]1=[O:32])[C:19]2=[O:24])=[O:40])([CH3:37])([CH3:36])[CH3:35], predict the reactants needed to synthesize it. The reactants are: N12CCCN=C1CCCCC2.Cl.[NH2:13][CH2:14][C:15]1[CH:23]=[CH:22][CH:21]=[C:20]2[C:16]=1[C:17](=[O:33])[N:18]([CH:25]1[CH2:30][CH2:29][C:28](=[O:31])[NH:27][C:26]1=[O:32])[C:19]2=[O:24].[C:34]([N:38]=[C:39]=[O:40])([CH3:37])([CH3:36])[CH3:35].